Task: Binary Classification. Given a drug SMILES string, predict its activity (active/inactive) in a high-throughput screening assay against a specified biological target.. Dataset: HIV replication inhibition screening data with 41,000+ compounds from the AIDS Antiviral Screen The molecule is COc1ccc(C2SC(=N)Nc3c2c(C)nn3C(=O)c2ccccc2O)cc1. The result is 0 (inactive).